This data is from Peptide-MHC class II binding affinity with 134,281 pairs from IEDB. The task is: Regression. Given a peptide amino acid sequence and an MHC pseudo amino acid sequence, predict their binding affinity value. This is MHC class II binding data. (1) The binding affinity (normalized) is 0.308. The MHC is DRB1_1501 with pseudo-sequence DRB1_1501. The peptide sequence is GELQIVDKIDAADKI. (2) The peptide sequence is KAFVLDSDNLIPKVV. The MHC is DRB1_0701 with pseudo-sequence DRB1_0701. The binding affinity (normalized) is 0.660. (3) The peptide sequence is GELQIVDMIDAAFKI. The MHC is DRB5_0101 with pseudo-sequence DRB5_0101. The binding affinity (normalized) is 0.418. (4) The binding affinity (normalized) is 0. The peptide sequence is MATRFMTDPHAMRDM. The MHC is HLA-DPA10301-DPB10402 with pseudo-sequence HLA-DPA10301-DPB10402. (5) The peptide sequence is GELQIVDKIDAAFFI. The MHC is DRB1_0404 with pseudo-sequence DRB1_0404. The binding affinity (normalized) is 0.389. (6) The peptide sequence is ILKGLYNFATCGLIG. The binding affinity (normalized) is 0.996. The MHC is DRB1_0101 with pseudo-sequence DRB1_0101. (7) The peptide sequence is IGNGGPCLFMRTVSH. The MHC is HLA-DQA10102-DQB10602 with pseudo-sequence HLA-DQA10102-DQB10602. The binding affinity (normalized) is 0.308.